This data is from Forward reaction prediction with 1.9M reactions from USPTO patents (1976-2016). The task is: Predict the product of the given reaction. (1) Given the reactants C(C1C=CC(C2C=CC(O)=C(C3[NH:20][C:19]4[CH:21]=[CH:22][C:23]([C:25]#[N:26])=[CH:24][C:18]=4[N:17]=3)C=2)=CC=1)#N.[CH:27]([C:29]1[CH:34]=[CH:33][C:32]([C:35]2[CH:40]=[CH:39][C:38]([C:41]#[N:42])=[CH:37][C:36]=2[CH3:43])=[CH:31][CH:30]=1)=O.C(C1C=C(C2C=CC=C(C#N)C=2)C=CC=1O)=O, predict the reaction product. The product is: [C:41]([C:38]1[CH:39]=[CH:40][C:35]([C:32]2[CH:33]=[CH:34][C:29]([C:27]3[NH:20][C:19]4[CH:21]=[CH:22][C:23]([C:25]#[N:26])=[CH:24][C:18]=4[N:17]=3)=[CH:30][CH:31]=2)=[C:36]([CH3:43])[CH:37]=1)#[N:42]. (2) The product is: [NH2:1][C:4]1[N:9]=[CH:8][C:7]([N:10]2[CH2:15][CH2:14][N:13]([C:16]([O:18][C:19]([CH3:22])([CH3:21])[CH3:20])=[O:17])[CH2:12][CH2:11]2)=[CH:6][CH:5]=1. Given the reactants [N+:1]([C:4]1[N:9]=[CH:8][C:7]([N:10]2[CH2:15][CH2:14][N:13]([C:16]([O:18][C:19]([CH3:22])([CH3:21])[CH3:20])=[O:17])[CH2:12][CH2:11]2)=[CH:6][CH:5]=1)([O-])=O, predict the reaction product. (3) Given the reactants [F:1][C:2]([F:6])([F:5])[CH2:3][NH2:4].[Cl:7][C:8]1[CH:13]=[C:12]([C:14](Cl)=[O:15])[CH:11]=[C:10]([Cl:17])[N:9]=1.N1C=CC=CC=1.C(=O)([O-])O.[Na+], predict the reaction product. The product is: [Cl:7][C:8]1[CH:13]=[C:12]([CH:11]=[C:10]([Cl:17])[N:9]=1)[C:14]([NH:4][CH2:3][C:2]([F:6])([F:5])[F:1])=[O:15]. (4) Given the reactants [NH2:1][C:2](=[N:26][OH:27])[C:3]1[CH:8]=[CH:7][C:6]([S:9]([NH:12][C:13]2[CH:14]=[C:15]([NH:19][C:20]([C:22]3([CH3:25])[CH2:24][CH2:23]3)=[O:21])[CH:16]=[CH:17][CH:18]=2)(=[O:11])=[O:10])=[CH:5][CH:4]=1.NCC([C:32]1[C:33]([C:38](O)=O)=[N:34][CH:35]=[CH:36][CH:37]=1)=O.C1CN([P+]([O:57]N2N=NC3C=CC=CC2=3)(N2CCCC2)N2CCCC2)CC1.F[P-](F)(F)(F)(F)F.[CH:74]([N:77](CC)C(C)C)(C)[CH3:75], predict the reaction product. The product is: [C:74]([NH:77][C:35]1[N:34]=[C:33]([C:38]2[O:27][N:26]=[C:2]([C:3]3[CH:8]=[CH:7][C:6]([S:9]([NH:12][C:13]4[CH:14]=[C:15]([NH:19][C:20]([C:22]5([CH3:25])[CH2:24][CH2:23]5)=[O:21])[CH:16]=[CH:17][CH:18]=4)(=[O:11])=[O:10])=[CH:5][CH:4]=3)[N:1]=2)[CH:32]=[CH:37][CH:36]=1)(=[O:57])[CH3:75]. (5) The product is: [CH2:13]([C:17]1[N:18]([CH2:32][C:33]2[CH:34]=[CH:35][C:36]([C:39]3[CH:44]=[CH:43][CH:42]=[CH:41][C:40]=3[C:45]3[NH:3][C:4](=[O:7])[O:5][N:46]=3)=[CH:37][CH:38]=2)[C:19](=[O:31])[C:20]([CH2:24][CH:25]([OH:30])[C:26]([CH3:28])([CH3:29])[CH3:27])=[C:21]([CH3:23])[N:22]=1)[CH2:14][CH2:15][CH3:16]. Given the reactants [Cl-].O[NH3+:3].[C:4](=[O:7])([O-])[OH:5].[Na+].CS(C)=O.[CH2:13]([C:17]1[N:18]([CH2:32][C:33]2[CH:38]=[CH:37][C:36]([C:39]3[C:40]([C:45]#[N:46])=[CH:41][CH:42]=[CH:43][CH:44]=3)=[CH:35][CH:34]=2)[C:19](=[O:31])[C:20]([CH2:24][CH:25]([OH:30])[C:26]([CH3:29])([CH3:28])[CH3:27])=[C:21]([CH3:23])[N:22]=1)[CH2:14][CH2:15][CH3:16], predict the reaction product. (6) Given the reactants [C:1]([Si:5]([CH3:17])([CH3:16])[O:6][C:7]1[CH:12]=[CH:11][C:10]([NH:13][CH3:14])=[C:9]([CH3:15])[CH:8]=1)([CH3:4])([CH3:3])[CH3:2].[CH3:18][O:19][C:20](=[O:30])[C:21]1[CH:26]=[CH:25][C:24](C=O)=[CH:23][C:22]=1[CH3:29].[C:31](O)(=O)C.C(O[BH-](OC(=O)C)OC(=O)C)(=O)C.[Na+], predict the reaction product. The product is: [CH3:18][O:19][C:20](=[O:30])[C:21]1[CH:26]=[CH:25][C:14]([N:13]([C:10]2[CH:11]=[CH:12][C:7]([O:6][Si:5]([C:1]([CH3:4])([CH3:3])[CH3:2])([CH3:17])[CH3:16])=[CH:8][C:9]=2[CH3:15])[CH3:31])=[C:23]([CH3:24])[C:22]=1[CH3:29].